From a dataset of Reaction yield outcomes from USPTO patents with 853,638 reactions. Predict the reaction yield, written as a fraction of the theoretical maximum amount of product (1.0 means a 100% yield; for example, 0.34 means a 34% yield). The reactants are [I:1][C:2]1[CH:8]=[CH:7][C:5]([NH2:6])=[C:4]([CH3:9])[CH:3]=1.O.[C:11](Cl)(Cl)=[S:12]. The catalyst is C(Cl)Cl. The product is [I:1][C:2]1[CH:8]=[CH:7][C:5]([N:6]=[C:11]=[S:12])=[C:4]([CH3:9])[CH:3]=1. The yield is 0.890.